Dataset: Reaction yield outcomes from USPTO patents with 853,638 reactions. Task: Predict the reaction yield, written as a fraction of the theoretical maximum amount of product (1.0 means a 100% yield; for example, 0.34 means a 34% yield). (1) The reactants are CC1(C)C(C)(C)OB([C:9]2[CH:26]=[CH:25][C:24]3[C:23]4[C:18](=[CH:19][CH:20]=[CH:21][CH:22]=4)[C:17]4[C:12](=[CH:13][CH:14]=[CH:15][CH:16]=4)[C:11]=3[CH:10]=2)O1.Br[C:29]1[CH:42]=[CH:41][C:32]2[S:33][C:34]3[CH:39]=[CH:38][C:37](Br)=[CH:36][C:35]=3[C:31]=2[CH:30]=1.C1(P(C2CCCCC2)[C:50]2[CH:55]=[CH:54]C=C[C:51]=2[C:56]2[C:61](OC)=[CH:60][CH:59]=[CH:58][C:57]=2OC)CCCCC1.[O-]P([O-])([O-])=O.[K+].[K+].[K+]. The yield is 0.940. The catalyst is C1C=CC(/C=C/C(/C=C/C2C=CC=CC=2)=O)=CC=1.C1C=CC(/C=C/C(/C=C/C2C=CC=CC=2)=O)=CC=1.C1C=CC(/C=C/C(/C=C/C2C=CC=CC=2)=O)=CC=1.[Pd].[Pd].O.C1(C)C=CC=CC=1. The product is [CH:19]1[C:18]2[C:17]3[C:12](=[CH:13][CH:14]=[CH:15][CH:16]=3)[C:11]3[C:24](=[CH:25][CH:26]=[CH:9][CH:10]=3)[C:23]=2[CH:22]=[CH:21][C:20]=1[C:29]1[CH:42]=[CH:41][C:32]2[S:33][C:34]3[CH:39]=[CH:38][C:37]([C:9]4[CH:26]=[CH:25][C:24]5[C:57]6[C:56](=[CH:61][CH:60]=[CH:59][CH:58]=6)[C:51]6[C:12](=[CH:13][CH:54]=[CH:55][CH:50]=6)[C:11]=5[CH:10]=4)=[CH:36][C:35]=3[C:31]=2[CH:30]=1. (2) The product is [F:10][C:9]([F:12])([F:11])[C:8]([C:4]1[CH:5]=[CH:6][CH:7]=[C:2]([B:21]2[O:22][C:23]([CH3:25])([CH3:24])[C:19]([CH3:35])([CH3:18])[O:20]2)[CH:3]=1)([OH:17])[C:13]([F:16])([F:15])[F:14]. The catalyst is CS(C)=O.C1C=CC(P(C2C=CC=CC=2)[C-]2C=CC=C2)=CC=1.C1C=CC(P(C2C=CC=CC=2)[C-]2C=CC=C2)=CC=1.Cl[Pd]Cl.[Fe+2]. The reactants are Br[C:2]1[CH:3]=[C:4]([C:8]([OH:17])([C:13]([F:16])([F:15])[F:14])[C:9]([F:12])([F:11])[F:10])[CH:5]=[CH:6][CH:7]=1.[CH3:18][C:19]1([CH3:35])[C:23]([CH3:25])([CH3:24])[O:22][B:21]([B:21]2[O:22][C:23]([CH3:25])([CH3:24])[C:19]([CH3:35])([CH3:18])[O:20]2)[O:20]1.CC([O-])=O.[K+]. The yield is 0.280. (3) The reactants are Cl[C:2]1[C:7]([CH2:8][C:9]([O:11][CH3:12])=[O:10])=[C:6]([CH3:13])[N:5]=[C:4]([CH2:14][C:15]2[CH:20]=[CH:19][C:18]([N+:21]([O-:23])=[O:22])=[CH:17][CH:16]=2)[N:3]=1.[NH:24]1[CH2:28][CH2:27][CH2:26][CH2:25]1.C(N(CC)CC)C.O. The catalyst is CN(C=O)C. The product is [CH3:13][C:6]1[C:7]([CH2:8][C:9]([O:11][CH3:12])=[O:10])=[C:2]([N:24]2[CH2:28][CH2:27][CH2:26][CH2:25]2)[N:3]=[C:4]([CH2:14][C:15]2[CH:20]=[CH:19][C:18]([N+:21]([O-:23])=[O:22])=[CH:17][CH:16]=2)[N:5]=1. The yield is 0.800. (4) The reactants are [OH-].[Li+].CO.[S:5]1[CH:9]=[CH:8][C:7]2[C:10]([N:14]3[CH2:19][CH2:18][N:17]([CH2:20][CH2:21][CH2:22][O:23][C:24]4[C:33]5[C:28](=[CH:29][CH:30]=[CH:31][CH:32]=5)[N:27]=[C:26]([C:34]([O:36]CC)=[O:35])[CH:25]=4)[CH2:16][CH2:15]3)=[CH:11][CH:12]=[CH:13][C:6]1=2.[ClH:39]. The catalyst is O. The product is [ClH:39].[S:5]1[CH:9]=[CH:8][C:7]2[C:10]([N:14]3[CH2:19][CH2:18][N:17]([CH2:20][CH2:21][CH2:22][O:23][C:24]4[C:33]5[C:28](=[CH:29][CH:30]=[CH:31][CH:32]=5)[N:27]=[C:26]([C:34]([OH:36])=[O:35])[CH:25]=4)[CH2:16][CH2:15]3)=[CH:11][CH:12]=[CH:13][C:6]1=2. The yield is 0.980. (5) The reactants are [CH2:1]([Si:19](Cl)(Cl)[Cl:20])[CH2:2][CH2:3][CH2:4][CH2:5][CH2:6][CH2:7][CH2:8][CH2:9][CH2:10][CH2:11][CH2:12][CH2:13][CH2:14][CH2:15][CH2:16][CH2:17][CH3:18].C[SiH](Cl)Cl. The catalyst is [Cl-].C([P+](CCCC)(CCCC)CCCC)CCC. The product is [CH2:1]([SiH2:19][Cl:20])[CH2:2][CH2:3][CH2:4][CH2:5][CH2:6][CH2:7][CH2:8][CH2:9][CH2:10][CH2:11][CH2:12][CH2:13][CH2:14][CH2:15][CH2:16][CH2:17][CH3:18]. The yield is 0.690. (6) The reactants are [F:1][C:2]([F:19])([F:18])[C:3]([C:14]([F:17])([F:16])[F:15])([OH:13])[C:4]([F:12])([F:11])[CH:5]([OH:10])[C:6]([F:9])([F:8])[F:7].C(N(CC)CC)C.C1(C)C=CC=CC=1.[C:34](Cl)(=[O:38])[C:35]([CH3:37])=[CH2:36]. The catalyst is O. The product is [C:34]([O:10][CH:5]([C:6]([F:9])([F:8])[F:7])[C:4]([F:11])([F:12])[C:3]([OH:13])([C:14]([F:15])([F:16])[F:17])[C:2]([F:18])([F:19])[F:1])(=[O:38])[C:35]([CH3:37])=[CH2:36]. The yield is 0.710. (7) The reactants are OC(C1C=CC2C(=CC=CC=2)C=1)[C:3]1[CH:7]=[C:6]([C:8]2[CH:13]=[CH:12][N:11]=[CH:10][CH:9]=2)[S:5][C:4]=1[C:14]([O:16][CH2:17][CH3:18])=[O:15].FC(F)(F)C(O)=O.C([SiH](CC)CC)C. The product is [N:11]1[CH:10]=[CH:9][C:8]([C:6]2[S:5][C:4]([C:14]([O:16][CH2:17][CH3:18])=[O:15])=[CH:3][CH:7]=2)=[CH:13][CH:12]=1. The yield is 0.760. The catalyst is C(Cl)Cl. (8) The catalyst is C1(C)C=CC=CC=1. The product is [CH2:1]([O:5][C:6]1[C:14]([O:15][CH3:16])=[CH:13][C:9]([C:10]([Cl:21])=[O:11])=[CH:8][C:7]=1[O:17][CH3:18])[CH2:2][CH2:3][CH3:4]. The reactants are [CH2:1]([O:5][C:6]1[C:14]([O:15][CH3:16])=[CH:13][C:9]([C:10](O)=[O:11])=[CH:8][C:7]=1[O:17][CH3:18])[CH2:2][CH2:3][CH3:4].S(Cl)([Cl:21])=O. The yield is 0.990. (9) The reactants are [H-].[Na+].[C:3]([C:6]1[CH:11]=[CH:10][CH:9]=[CH:8][CH:7]=1)(=[O:5])[CH3:4].[CH3:12][C:13]1[S:14][CH:15]=[C:16]([C:18](OCC)=[O:19])[N:17]=1.C(O)(=O)C. The catalyst is C1COCC1.O. The product is [CH3:12][C:13]1[S:14][CH:15]=[C:16]([C:18](=[O:19])[CH2:4][C:3]([C:6]2[CH:11]=[CH:10][CH:9]=[CH:8][CH:7]=2)=[O:5])[N:17]=1. The yield is 0.880.